Dataset: Forward reaction prediction with 1.9M reactions from USPTO patents (1976-2016). Task: Predict the product of the given reaction. (1) Given the reactants C(O[CH:5]([C:28]1[CH:37]=[C:31]2[C:32](=[O:36])[O:33][CH2:34][CH2:35][N:30]2[N:29]=1)[C:6]1(Br)[C:12](=[O:13])[N:11]2[C@@H:7]1[S:8][CH:9]=[C:10]2[C:14]([O:16]CC1C=CC([N+]([O-])=O)=CC=1)=[O:15])(=O)C.P([O-])([O-])([O-])=O, predict the reaction product. The product is: [O:13]=[C:12]1[N:11]2[C@H:7]([S:8][CH:9]=[C:10]2[C:14]([OH:16])=[O:15])/[C:6]/1=[CH:5]\[C:28]1[CH:37]=[C:31]2[C:32](=[O:36])[O:33][CH2:34][CH2:35][N:30]2[N:29]=1. (2) Given the reactants [Cl:1][C:2]1[CH:11]=[C:10]2[C:5]([C:6](=[O:18])[C:7]([C:15]([OH:17])=[O:16])=[CH:8][N:9]2[CH:12]2[CH2:14][CH2:13]2)=[CH:4][C:3]=1F.[OH2:20], predict the reaction product. The product is: [Cl:1][C:2]1[CH:11]=[C:10]2[C:5]([C:6](=[O:18])[C:7]([C:15]([OH:17])=[O:16])=[CH:8][N:9]2[CH:12]2[CH2:14][CH2:13]2)=[CH:4][C:3]=1[NH:9][CH2:8][CH2:7][O:20][CH2:5][CH2:6][OH:18]. (3) Given the reactants [F:1][C:2]1[CH:15]=[CH:14][C:5]([O:6][CH2:7][C:8]([O:10]C(C)C)=[O:9])=[C:4]([CH3:16])[C:3]=1[NH:17][CH2:18][C:19]1[CH:24]=[C:23]([C:25]2[CH:30]=[CH:29][CH:28]=[C:27]([F:31])[CH:26]=2)[CH:22]=[C:21]([CH3:32])[C:20]=1[O:33][CH3:34].[Li+].[OH-], predict the reaction product. The product is: [F:1][C:2]1[CH:15]=[CH:14][C:5]([O:6][CH2:7][C:8]([OH:10])=[O:9])=[C:4]([CH3:16])[C:3]=1[NH:17][CH2:18][C:19]1[CH:24]=[C:23]([C:25]2[CH:30]=[CH:29][CH:28]=[C:27]([F:31])[CH:26]=2)[CH:22]=[C:21]([CH3:32])[C:20]=1[O:33][CH3:34]. (4) Given the reactants FC(F)(F)S(O[C:7]1[CH:12]=[C:11]([CH3:13])[C:10]([CH2:14][C:15]2[CH:20]=[CH:19][C:18]([O:21][CH2:22][O:23][CH3:24])=[C:17]([CH2:25][C:26]3[CH:31]=[CH:30][C:29]([F:32])=[CH:28][CH:27]=3)[CH:16]=2)=[C:9]([CH3:33])[CH:8]=1)(=O)=O.[CH3:36][OH:37].C1C=CC(P(C2C=CC=CC=2)CCCP(C2C=CC=CC=2)C2C=CC=CC=2)=CC=1.Cl.CN([CH:71]=[O:72])C, predict the reaction product. The product is: [CH3:13][C:11]1[CH:12]=[C:7]([CH:8]=[C:9]([CH3:33])[C:10]=1[CH2:14][C:15]1[CH:20]=[CH:19][C:18]([O:21][CH2:22][O:23][CH3:24])=[C:17]([CH2:25][C:26]2[CH:27]=[CH:28][C:29]([F:32])=[CH:30][CH:31]=2)[CH:16]=1)[C:36]([O:72][CH3:71])=[O:37]. (5) Given the reactants [C:1](OC(=O)C)(=[O:3])[CH3:2].C(Cl)Cl.[OH:11][C:12]1[CH:20]=[C:19]([O:21][CH:22]2[CH2:27][CH2:26][N:25]([S:28]([CH3:31])(=[O:30])=[O:29])[CH2:24][CH2:23]2)[CH:18]=[CH:17][C:13]=1[C:14]([OH:16])=[O:15], predict the reaction product. The product is: [C:1]([O:11][C:12]1[CH:20]=[C:19]([O:21][CH:22]2[CH2:23][CH2:24][N:25]([S:28]([CH3:31])(=[O:30])=[O:29])[CH2:26][CH2:27]2)[CH:18]=[CH:17][C:13]=1[C:14]([OH:16])=[O:15])(=[O:3])[CH3:2].